This data is from Forward reaction prediction with 1.9M reactions from USPTO patents (1976-2016). The task is: Predict the product of the given reaction. (1) Given the reactants [Cl:1][C:2]1[N:7]=[CH:6][C:5]([C:8]([OH:10])=O)=[CH:4][N:3]=1.C(Cl)(=O)C(Cl)=O.C[N:18](C=O)C, predict the reaction product. The product is: [Cl:1][C:2]1[N:7]=[CH:6][C:5]([C:8]([NH2:18])=[O:10])=[CH:4][N:3]=1. (2) Given the reactants [N-:1]=[C:2]=[O:3].[C:4]([O:8][C:9](=[O:16])[C@H:10]([CH2:12][CH:13]([CH3:15])[CH3:14])[NH2:11])([CH3:7])([CH3:6])[CH3:5].C(OC(=O)[C@H](CC(C)C)N)(C)(C)C.N[C@:31]([C:37]1[CH:42]=[CH:41][C:40]([Br:43])=[CH:39][CH:38]=1)([CH3:36])[C:32](OC)=[O:33], predict the reaction product. The product is: [Br:43][C:40]1[CH:39]=[CH:38][C:37]([C@@:31]2([CH3:36])[C:32](=[O:33])[N:11]([C@@H:10]([CH2:12][CH:13]([CH3:14])[CH3:15])[C:9]([O:8][C:4]([CH3:7])([CH3:6])[CH3:5])=[O:16])[C:2](=[O:3])[NH:1]2)=[CH:42][CH:41]=1.